Dataset: Peptide-MHC class I binding affinity with 185,985 pairs from IEDB/IMGT. Task: Regression. Given a peptide amino acid sequence and an MHC pseudo amino acid sequence, predict their binding affinity value. This is MHC class I binding data. (1) The peptide sequence is ELLEMKYAL. The MHC is HLA-A02:01 with pseudo-sequence HLA-A02:01. The binding affinity (normalized) is 0.479. (2) The peptide sequence is QIQAGNFHW. The MHC is HLA-B51:01 with pseudo-sequence HLA-B51:01. The binding affinity (normalized) is 0.0847.